Dataset: Reaction yield outcomes from USPTO patents with 853,638 reactions. Task: Predict the reaction yield, written as a fraction of the theoretical maximum amount of product (1.0 means a 100% yield; for example, 0.34 means a 34% yield). (1) The reactants are [Li+].[OH-].[CH3:3][C:4]1([C:19]([O:21]C)=[O:20])[CH2:8][CH2:7][N:6]([C:9]([O:11][CH2:12][C:13]2[CH:18]=[CH:17][CH:16]=[CH:15][CH:14]=2)=[O:10])[CH2:5]1. The catalyst is C(O)C. The product is [CH2:12]([O:11][C:9]([N:6]1[CH2:7][CH2:8][C:4]([CH3:3])([C:19]([OH:21])=[O:20])[CH2:5]1)=[O:10])[C:13]1[CH:14]=[CH:15][CH:16]=[CH:17][CH:18]=1. The yield is 0.990. (2) The reactants are [CH3:1][O:2][CH2:3][CH2:4][NH2:5].[C:6]([N:14]=[C:15]=[S:16])(=[O:13])[C:7]1[CH:12]=[CH:11][CH:10]=[CH:9][CH:8]=1. The catalyst is C(Cl)Cl. The product is [CH3:1][O:2][CH2:3][CH2:4][NH:5][C:15]([NH:14][C:6](=[O:13])[C:7]1[CH:8]=[CH:9][CH:10]=[CH:11][CH:12]=1)=[S:16]. The yield is 0.960.